Task: Predict the reactants needed to synthesize the given product.. Dataset: Full USPTO retrosynthesis dataset with 1.9M reactions from patents (1976-2016) (1) Given the product [CH3:1][N:2]1[C:10]2[C:5](=[CH:6][CH:7]=[CH:8][CH:9]=2)[C:4]([CH2:11][N:12]([CH3:13])[C:21](=[O:24])[CH:22]=[CH2:23])=[CH:3]1, predict the reactants needed to synthesize it. The reactants are: [CH3:1][N:2]1[C:10]2[C:5](=[CH:6][CH:7]=[CH:8][CH:9]=2)[C:4]([CH2:11][NH:12][CH3:13])=[CH:3]1.CCN(CC)CC.[C:21](Cl)(=[O:24])[CH:22]=[CH2:23]. (2) The reactants are: Cl.[N:2]1[CH:7]=[CH:6][CH:5]=[CH:4][C:3]=1[N:8]1[C:16]2[CH2:15][CH2:14][NH:13][CH:12]([C:17]([O:19][CH2:20][CH3:21])=[O:18])[C:11]=2[N:10]=[CH:9]1.[Cl:22][C:23]1[C:31]([C:32]([F:35])([F:34])[F:33])=[CH:30][CH:29]=[CH:28][C:24]=1[C:25](O)=[O:26].CN(C(ON1N=NC2C=CC=NC1=2)=[N+](C)C)C.F[P-](F)(F)(F)(F)F.CCN(C(C)C)C(C)C. Given the product [Cl:22][C:23]1[C:31]([C:32]([F:33])([F:34])[F:35])=[CH:30][CH:29]=[CH:28][C:24]=1[C:25]([N:13]1[CH2:14][CH2:15][C:16]2[N:8]([C:3]3[CH:4]=[CH:5][CH:6]=[CH:7][N:2]=3)[CH:9]=[N:10][C:11]=2[CH:12]1[C:17]([O:19][CH2:20][CH3:21])=[O:18])=[O:26], predict the reactants needed to synthesize it. (3) Given the product [CH3:1][O:2][C:3]1[CH:4]=[C:5]([CH2:11][CH2:12][C:13]2[CH:22]=[C:21]([C:23]([OH:25])=[O:24])[C:20]3[C:15](=[CH:16][CH:17]=[C:18]([O:26][CH3:27])[CH:19]=3)[N:14]=2)[CH:6]=[CH:7][C:8]=1[O:9][CH3:10], predict the reactants needed to synthesize it. The reactants are: [CH3:1][O:2][C:3]1[CH:4]=[C:5](/[CH:11]=[CH:12]/[C:13]2[CH:22]=[C:21]([C:23]([OH:25])=[O:24])[C:20]3[C:15](=[CH:16][CH:17]=[C:18]([O:26][CH3:27])[CH:19]=3)[N:14]=2)[CH:6]=[CH:7][C:8]=1[O:9][CH3:10]. (4) Given the product [C:8]([C:10]1[CH:18]=[CH:17][C:13]([C:14]([OH:16])=[O:15])=[C:12]([O:7][CH:3]2[CH2:6][CH2:5][CH2:4]2)[CH:11]=1)#[N:9], predict the reactants needed to synthesize it. The reactants are: [H-].[Na+].[CH:3]1([OH:7])[CH2:6][CH2:5][CH2:4]1.[C:8]([C:10]1[CH:18]=[CH:17][C:13]([C:14]([OH:16])=[O:15])=[C:12](F)[CH:11]=1)#[N:9]. (5) Given the product [C:1]([C:5]1[CH:6]=[CH:7][C:8]([N:11]2[CH2:15][CH2:14][N:13]([C:16]3[CH:17]=[CH:18][C:19]([CH2:20][N:29]4[CH2:32][CH:31]([C:33]([OH:35])=[O:34])[CH2:30]4)=[CH:22][CH:23]=3)[C:12]2=[O:24])=[CH:9][CH:10]=1)([CH3:4])([CH3:2])[CH3:3], predict the reactants needed to synthesize it. The reactants are: [C:1]([C:5]1[CH:10]=[CH:9][C:8]([N:11]2[CH2:15][CH2:14][N:13]([C:16]3[CH:23]=[CH:22][C:19]([CH:20]=O)=[CH:18][CH:17]=3)[C:12]2=[O:24])=[CH:7][CH:6]=1)([CH3:4])([CH3:3])[CH3:2].C(O)(=O)C.[NH:29]1[CH2:32][CH:31]([C:33]([OH:35])=[O:34])[CH2:30]1.C([BH3-])#N.[Na+]. (6) Given the product [C:1]([O:5][C:6]([N:8]1[CH:9]2[CH:10]([N:20]([C:21]([O:23][CH2:24][C:25]3[CH:30]=[CH:29][CH:28]=[CH:27][CH:26]=3)=[O:22])[CH2:19][CH2:18]2)[CH2:11][CH2:12]1)=[O:7])([CH3:4])([CH3:3])[CH3:2], predict the reactants needed to synthesize it. The reactants are: [C:1]([O:5][C:6]([N:8]1[CH2:12][CH2:11][CH:10](OS(C)(=O)=O)[CH:9]1[CH2:18][CH2:19][NH:20][C:21]([O:23][CH2:24][C:25]1[CH:30]=[CH:29][CH:28]=[CH:27][CH:26]=1)=[O:22])=[O:7])([CH3:4])([CH3:3])[CH3:2].[H-].[Na+]. (7) Given the product [Cl:20][C:21]1[N:30]=[C:29]([C:31]2[CH:36]=[CH:35][CH:34]=[C:33]([Cl:37])[CH:32]=2)[C:28]2[C:23](=[CH:24][CH:25]=[C:26]([C:38]([C:40]3[CH:41]=[CH:42][C:43]([O:46][CH3:47])=[CH:44][CH:45]=3)([C:11]3[N:7]([CH3:6])[CH:8]=[N:9][CH:10]=3)[OH:39])[CH:27]=2)[N:22]=1, predict the reactants needed to synthesize it. The reactants are: [Li]CCCC.[CH3:6][N:7]1[CH:11]=[CH:10][N:9]=[CH:8]1.Cl[Si](CC)(CC)CC.[Cl:20][C:21]1[N:30]=[C:29]([C:31]2[CH:36]=[CH:35][CH:34]=[C:33]([Cl:37])[CH:32]=2)[C:28]2[C:23](=[CH:24][CH:25]=[C:26]([C:38]([C:40]3[CH:45]=[CH:44][C:43]([O:46][CH3:47])=[CH:42][CH:41]=3)=[O:39])[CH:27]=2)[N:22]=1.